This data is from Forward reaction prediction with 1.9M reactions from USPTO patents (1976-2016). The task is: Predict the product of the given reaction. (1) Given the reactants [OH:1][CH2:2][C:3]#[C:4][C:5]1[CH:6]=[C:7]([S:11]([NH:14][C:15]2[CH:20]=[CH:19][CH:18]=[CH:17][CH:16]=2)(=[O:13])=[O:12])[CH:8]=[CH:9][CH:10]=1, predict the reaction product. The product is: [O:1]=[CH:2][C:3]#[C:4][C:5]1[CH:6]=[C:7]([S:11]([NH:14][C:15]2[CH:16]=[CH:17][CH:18]=[CH:19][CH:20]=2)(=[O:13])=[O:12])[CH:8]=[CH:9][CH:10]=1. (2) The product is: [NH2:6][CH2:5][C:4]1[CH:14]=[CH:15][C:16]([CH:18]([CH3:40])[C:19]([NH:21][CH2:22][C:23]2[C:24]([N:33]3[CH2:38][CH2:37][CH:36]([CH3:39])[CH2:35][CH2:34]3)=[N:25][C:26]([C:29]([F:30])([F:31])[F:32])=[CH:27][CH:28]=2)=[O:20])=[CH:17][C:3]=1[O:2][CH3:1]. Given the reactants [CH3:1][O:2][C:3]1[CH:17]=[C:16]([CH:18]([CH3:40])[C:19]([NH:21][CH2:22][C:23]2[C:24]([N:33]3[CH2:38][CH2:37][CH:36]([CH3:39])[CH2:35][CH2:34]3)=[N:25][C:26]([C:29]([F:32])([F:31])[F:30])=[CH:27][CH:28]=2)=[O:20])[CH:15]=[CH:14][C:4]=1[CH2:5][NH:6]C(=O)OC(C)(C)C.FC(F)(F)C(O)=O.C([O-])(O)=O.[Na+], predict the reaction product.